This data is from Orexin1 receptor HTS with 218,158 compounds and 233 confirmed actives. The task is: Binary Classification. Given a drug SMILES string, predict its activity (active/inactive) in a high-throughput screening assay against a specified biological target. (1) The compound is s1c(C2N3C4(C(C2)CN(C4=O)Cc2c(cccc2)C)CCC3)cnc1N1CCOCC1. The result is 0 (inactive). (2) The molecule is O=C(Nc1ccc(nc1)NC(=O)c1cc(OC)ccc1)C1CC1. The result is 0 (inactive). (3) The drug is Brc1ccc(COC(=O)c2ncc(nc2)C)cc1. The result is 0 (inactive). (4) The compound is S(=O)(=O)(N1CCCC1)c1cc2c(n(cc(c2=O)C(=O)NCCCOC(C)C)CC)cc1. The result is 0 (inactive). (5) The molecule is O=c1n(c(=O)n(c2nc3n(CC(CN3Cc3ccccc3)C)c12)C)C. The result is 0 (inactive). (6) The molecule is s1c(c2cc(nc(N)c2C#N)c2ncccc2)ccc1. The result is 1 (active). (7) The molecule is Brc1cc2c(N(CC2)C(=O)CC)c(S(=O)(=O)NCC2OCCC2)c1. The result is 0 (inactive). (8) The compound is S(CC(=O)c1ccc(cc1)C)c1oc(nn1)CNc1ccc(OC)cc1. The result is 0 (inactive). (9) The drug is O(C(=O)N1CCN(CC1)C(=O)C(n1nnc(c1)C(NC(OC(C)(C)C)=O)Cc1ccc(O)cc1)CCC(OC(C)(C)C)=O)C(C)(C)C. The result is 0 (inactive). (10) The molecule is O=C(C(NC(=O)c1nc[nH]c1C(=O)NCCNC(OC(C)(C)C)=O)CC(C)C)CNCCNC(=O)c1[nH]cnc1C(=O)NC(C(OC(C)(C)C)=O)C. The result is 0 (inactive).